This data is from Catalyst prediction with 721,799 reactions and 888 catalyst types from USPTO. The task is: Predict which catalyst facilitates the given reaction. Reactant: [O:1]1[C:6]2[CH:7]=[CH:8][C:9]([CH2:11][N:12]3[CH2:17][CH2:16][CH:15]([NH:18]C(=O)OC(C)(C)C)[CH2:14][CH2:13]3)=[CH:10][C:5]=2[O:4][CH2:3][CH2:2]1.Cl.C(OCC)(=O)C. Product: [O:1]1[C:6]2[CH:7]=[CH:8][C:9]([CH2:11][N:12]3[CH2:17][CH2:16][CH:15]([NH2:18])[CH2:14][CH2:13]3)=[CH:10][C:5]=2[O:4][CH2:3][CH2:2]1. The catalyst class is: 13.